This data is from TCR-epitope binding with 47,182 pairs between 192 epitopes and 23,139 TCRs. The task is: Binary Classification. Given a T-cell receptor sequence (or CDR3 region) and an epitope sequence, predict whether binding occurs between them. (1) The epitope is YLNTLTLAV. The TCR CDR3 sequence is CASSAGNGNTIYF. Result: 1 (the TCR binds to the epitope). (2) The epitope is TLVPQEHYV. The TCR CDR3 sequence is CASSLESVYNEQFF. Result: 0 (the TCR does not bind to the epitope). (3) The epitope is WICLLQFAY. The TCR CDR3 sequence is CASSEGTGGTEAFF. Result: 1 (the TCR binds to the epitope). (4) The TCR CDR3 sequence is CASSSGGNEQYF. The epitope is VVYRGTTTY. Result: 1 (the TCR binds to the epitope). (5) The epitope is GLCTLVAML. The TCR CDR3 sequence is CSARDRPGGPSNQPQHF. Result: 1 (the TCR binds to the epitope). (6) The epitope is EIYKRWII. The TCR CDR3 sequence is CASSGSGGRTTEAFF. Result: 1 (the TCR binds to the epitope). (7) The epitope is AIMTRCLAV. The TCR CDR3 sequence is CASSQYLSSLNTEAFF. Result: 0 (the TCR does not bind to the epitope). (8) The epitope is FTISVTTEIL. The TCR CDR3 sequence is CAISDRASTDTQYF. Result: 1 (the TCR binds to the epitope). (9) The epitope is QARQMVQAMRTIGTHP. The TCR CDR3 sequence is CASSSGLAGMLADTQYF. Result: 1 (the TCR binds to the epitope).